Dataset: Full USPTO retrosynthesis dataset with 1.9M reactions from patents (1976-2016). Task: Predict the reactants needed to synthesize the given product. (1) Given the product [OH:21][C@@H:18]([CH2:19][OH:20])[CH2:17][O:16][C:13]1[CH:14]=[CH:15][C:10]([C:6]2[C:7]([C:8]#[N:9])=[C:2]([SH:26])[N:3]=[C:4]([O:24][CH3:25])[C:5]=2[C:22]#[N:23])=[CH:11][CH:12]=1, predict the reactants needed to synthesize it. The reactants are: Cl[C:2]1[C:7]([C:8]#[N:9])=[C:6]([C:10]2[CH:15]=[CH:14][C:13]([O:16][CH2:17][C@@H:18]([OH:21])[CH2:19][OH:20])=[CH:12][CH:11]=2)[C:5]([C:22]#[N:23])=[C:4]([O:24][CH3:25])[N:3]=1.[S-2:26].[Na+].[Na+]. (2) Given the product [CH2:47]([O:46][C:44]([CH:42]([O:41][P:37]([CH2:36][CH:35]=[CH:34][CH2:33][CH:7]([CH2:8][C:9]([CH3:32])=[CH:10][CH2:11][C:12]1[C:13]([OH:25])=[C:14]2[C:18](=[C:19]([CH3:23])[C:20]=1[O:21][CH3:22])[CH2:17][O:16][C:15]2=[O:24])[C:6]([OH:49])=[O:5])([O:39][CH3:40])=[O:38])[CH3:43])=[O:45])[CH3:48], predict the reactants needed to synthesize it. The reactants are: C[Si](C)(C)CC[O:5][C:6](=[O:49])[CH:7]([CH2:33][CH:34]=[CH:35][CH2:36][P:37]([O:41][CH:42]([C:44]([O:46][CH2:47][CH3:48])=[O:45])[CH3:43])([O:39][CH3:40])=[O:38])[CH2:8][C:9]([CH3:32])=[CH:10][CH2:11][C:12]1[C:13]([O:25]CC[Si](C)(C)C)=[C:14]2[C:18](=[C:19]([CH3:23])[C:20]=1[O:21][CH3:22])[CH2:17][O:16][C:15]2=[O:24].CCCC[N+](CCCC)(CCCC)CCCC.[F-]. (3) Given the product [CH3:12][O:13][C:14]1[N:15]=[CH:16][C:17]([C:2]2[C:3]3[N:4]([N:8]=[C:9]([NH2:11])[N:10]=3)[CH:5]=[CH:6][CH:7]=2)=[CH:18][CH:19]=1, predict the reactants needed to synthesize it. The reactants are: Br[C:2]1[C:3]2[N:4]([N:8]=[C:9]([NH2:11])[N:10]=2)[CH:5]=[CH:6][CH:7]=1.[CH3:12][O:13][C:14]1[CH:19]=[CH:18][C:17](B(O)O)=[CH:16][N:15]=1. (4) The reactants are: Cl.Cl.[CH3:3][C:4]1([CH2:9][O:10][C:11]2[C:12]([C:17]([O:19][CH2:20][CH3:21])=[O:18])=[N:13][CH:14]=[CH:15][CH:16]=2)[CH2:8][CH2:7][NH:6][CH2:5]1.[F:22][C:23]([F:34])([F:33])[C@H:24]1[CH2:29][CH2:28][C@H:27]([C:30](O)=[O:31])[CH2:26][CH2:25]1.N1C2C(=CC=CC=2)C=C1C(O)=O. Given the product [CH3:3][C:4]1([CH2:9][O:10][C:11]2[C:12]([C:17]([O:19][CH2:20][CH3:21])=[O:18])=[N:13][CH:14]=[CH:15][CH:16]=2)[CH2:8][CH2:7][N:6]([C:30]([C@H:27]2[CH2:26][CH2:25][C@H:24]([C:23]([F:22])([F:33])[F:34])[CH2:29][CH2:28]2)=[O:31])[CH2:5]1, predict the reactants needed to synthesize it. (5) Given the product [CH2:8]([O:6][C:3]1[CH2:4][CH2:5][C:1](=[O:7])[CH:2]=1)[C:9]1[CH:14]=[CH:13][CH:12]=[CH:11][CH:10]=1, predict the reactants needed to synthesize it. The reactants are: [C:1]1(=[O:7])[CH2:5][CH2:4][C:3](=[O:6])[CH2:2]1.[CH2:8](O)[C:9]1[CH:14]=[CH:13][CH:12]=[CH:11][CH:10]=1.C1(C)C=CC(S(O)(=O)=O)=CC=1.O.